This data is from Reaction yield outcomes from USPTO patents with 853,638 reactions. The task is: Predict the reaction yield, written as a fraction of the theoretical maximum amount of product (1.0 means a 100% yield; for example, 0.34 means a 34% yield). (1) The reactants are [CH:1]([O:4][C:5](=[O:24])[C:6]1[CH:11]=[CH:10][C:9]([C:12]([F:15])([F:14])[F:13])=[CH:8][C:7]=1[B:16]1[O:23]CCNCC[O:17]1)([CH3:3])C.[C:25]1(C)C=CC=CC=1.O.Cl. The catalyst is O1CCCC1. The product is [CH3:25][CH2:3][CH2:1][O:4][C:5]([C:6]1[CH:11]=[CH:10][C:9]([C:12]([F:13])([F:14])[F:15])=[CH:8][C:7]=1[B:16]([OH:17])[OH:23])=[O:24]. The yield is 0.850. (2) The reactants are [CH3:1][C:2]1[N:3]([C:20]2[CH:36]=[CH:35][C:23]([CH2:24][O:25][C:26]3([C:30]([O:32]CC)=[O:31])[CH2:29][CH2:28][CH2:27]3)=[CH:22][CH:21]=2)[C:4]2[C:9]([C:10]=1[C:11](=[O:19])[C:12]1[CH:17]=[CH:16][C:15]([CH3:18])=[CH:14][CH:13]=1)=[CH:8][CH:7]=[CH:6][CH:5]=2.C1COCC1.[OH-].[Na+]. The catalyst is CO.O. The product is [CH3:1][C:2]1[N:3]([C:20]2[CH:36]=[CH:35][C:23]([CH2:24][O:25][C:26]3([C:30]([OH:32])=[O:31])[CH2:29][CH2:28][CH2:27]3)=[CH:22][CH:21]=2)[C:4]2[C:9]([C:10]=1[C:11](=[O:19])[C:12]1[CH:13]=[CH:14][C:15]([CH3:18])=[CH:16][CH:17]=1)=[CH:8][CH:7]=[CH:6][CH:5]=2. The yield is 0.430. (3) The reactants are [NH2:1][C:2]1[S:17][C:5]2[CH2:6][N:7]([C:10]([O:12][C:13]([CH3:16])([CH3:15])[CH3:14])=[O:11])[CH2:8][CH2:9][C:4]=2[C:3]=1[C:18](=[O:26])[NH:19][C:20]1[CH:25]=[CH:24][CH:23]=[CH:22][CH:21]=1.[C:27](OC(=O)C)(=[O:29])[CH3:28].C(N(CC)CC)C. The catalyst is CN(C1C=CN=CC=1)C.CN(C)C=O. The product is [C:27]([NH:1][C:2]1[S:17][C:5]2[CH2:6][N:7]([C:10]([O:12][C:13]([CH3:16])([CH3:14])[CH3:15])=[O:11])[CH2:8][CH2:9][C:4]=2[C:3]=1[C:18](=[O:26])[NH:19][C:20]1[CH:25]=[CH:24][CH:23]=[CH:22][CH:21]=1)(=[O:29])[CH3:28]. The yield is 0.720.